From a dataset of Catalyst prediction with 721,799 reactions and 888 catalyst types from USPTO. Predict which catalyst facilitates the given reaction. (1) Reactant: C(O)(C(F)(F)F)=O.[F:8][C:9]1[CH:14]=[CH:13][C:12]([C:15]2[O:39][C:18]3[CH:19]=[C:20]([CH:27]4[CH2:31][CH2:30][CH2:29][N:28]4C(OC(C)(C)C)=O)[C:21]4[O:25][CH:24]([CH3:26])[CH2:23][C:22]=4[C:17]=3[C:16]=2[C:40]([NH:42][CH3:43])=[O:41])=[CH:11][CH:10]=1. Product: [F:8][C:9]1[CH:14]=[CH:13][C:12]([C:15]2[O:39][C:18]3[CH:19]=[C:20]([CH:27]4[CH2:31][CH2:30][CH2:29][NH:28]4)[C:21]4[O:25][CH:24]([CH3:26])[CH2:23][C:22]=4[C:17]=3[C:16]=2[C:40]([NH:42][CH3:43])=[O:41])=[CH:11][CH:10]=1. The catalyst class is: 91. (2) Reactant: C([O:3][C:4]([C:6]1[N:14]2[C:9]([CH:10]=[CH:11][CH:12]=[CH:13]2)=[C:8]([C:15]#[N:16])[C:7]=1[CH3:17])=[O:5])C.[OH-].[Na+]. Product: [C:15]([C:8]1[C:7]([CH3:17])=[C:6]([C:4]([OH:5])=[O:3])[N:14]2[C:9]=1[CH:10]=[CH:11][CH:12]=[CH:13]2)#[N:16]. The catalyst class is: 92. (3) The catalyst class is: 13. Reactant: [NH2:1][C:2]1[N:7]=[C:6]([C:8]2[CH:13]=[CH:12][C:11]([OH:14])=[CH:10][CH:9]=2)[C:5]([C:15]2[CH:16]=[CH:17][C:18](=[O:24])[N:19]([CH:21]([CH3:23])[CH3:22])[N:20]=2)=[CH:4][N:3]=1.[CH2:25](Br)[CH3:26].CC(C)([O-])C.[K+].O. Product: [NH2:1][C:2]1[N:7]=[C:6]([C:8]2[CH:9]=[CH:10][C:11]([O:14][CH2:25][CH3:26])=[CH:12][CH:13]=2)[C:5]([C:15]2[CH:16]=[CH:17][C:18](=[O:24])[N:19]([CH:21]([CH3:22])[CH3:23])[N:20]=2)=[CH:4][N:3]=1. (4) Reactant: [C:1]([C:5]1[CH:6]=[C:7]([NH:17][C:18]([NH:20][C:21]2[S:22][C:23]([C:28]([N:30]3[CH2:35][CH2:34][O:33][CH2:32][CH2:31]3)=O)=[C:24]([Cl:27])[C:25]=2[CH3:26])=[O:19])[N:8]([C:10]2[CH:15]=[CH:14][C:13]([F:16])=[CH:12][CH:11]=2)[N:9]=1)([CH3:4])([CH3:3])[CH3:2].COC1C=CC(P2(SP(C3C=CC(OC)=CC=3)(=S)S2)=[S:45])=CC=1. Product: [C:1]([C:5]1[CH:6]=[C:7]([NH:17][C:18]([NH:20][C:21]2[S:22][C:23]([C:28]([N:30]3[CH2:31][CH2:32][O:33][CH2:34][CH2:35]3)=[S:45])=[C:24]([Cl:27])[C:25]=2[CH3:26])=[O:19])[N:8]([C:10]2[CH:11]=[CH:12][C:13]([F:16])=[CH:14][CH:15]=2)[N:9]=1)([CH3:3])([CH3:4])[CH3:2]. The catalyst class is: 1. (5) Reactant: [Cl:1][C:2]1[CH:3]=[C:4]([C:10]([C:12]2[C:16]3[CH:17]=[CH:18][CH:19]=[CH:20][C:15]=3[O:14][C:13]=2[CH2:21][CH3:22])=[O:11])[CH:5]=[CH:6][C:7]=1[O:8]C. Product: [Cl:1][C:2]1[CH:3]=[C:4]([C:10]([C:12]2[C:16]3[CH:17]=[CH:18][CH:19]=[CH:20][C:15]=3[O:14][C:13]=2[CH2:21][CH3:22])=[O:11])[CH:5]=[CH:6][C:7]=1[OH:8]. The catalyst class is: 3. (6) Reactant: [CH3:1][N:2]1[C:14]2[CH:13]=[CH:12][C:11]([C:15]3[CH:24]=[CH:23][C:18]([O:19][CH2:20][C:21]#[N:22])=[CH:17][CH:16]=3)=[CH:10][C:9]=2[C:8]2[CH2:7][CH2:6][CH2:5][CH2:4][C:3]1=2.[N-:25]=[N+:26]=[N-:27].[Na+].[NH4+].[Cl-]. Product: [CH3:1][N:2]1[C:3]2[CH2:4][CH2:5][CH2:6][CH2:7][C:8]=2[C:9]2[C:14]1=[CH:13][CH:12]=[C:11]([C:15]1[CH:16]=[CH:17][C:18]([O:19][CH2:20][C:21]3[NH:27][N:26]=[N:25][N:22]=3)=[CH:23][CH:24]=1)[CH:10]=2. The catalyst class is: 3. (7) Product: [CH3:1][O:2][C:3]1[C:4]([CH2:9][O:10][CH:33]2[CH:32]3[CH2:31][CH:30]4[CH2:29][CH:28]([CH2:27][C:26]2([C:25](=[O:38])[CH3:23])[CH2:35]4)[CH2:34]3)=[N:5][CH:6]=[CH:7][CH:8]=1. The catalyst class is: 21. Reactant: [CH3:1][O:2][C:3]1[C:4]([CH2:9][OH:10])=[N:5][CH:6]=[CH:7][CH:8]=1.C12(C([C:23]([CH:25](Br)[C:26]34[CH2:35][CH:30]5[CH2:31][CH:32]([CH2:34][CH:28]([CH2:29]5)[CH2:27]3)[CH2:33]4)=O)Br)CC3CC(CC(C3)C1)C2.C(=O)([O-])[O-:38].[Cs+].[Cs+]. (8) Reactant: C(=O)([O-])[O-].[K+].[K+].[C:7]([O:11][C:12](=[O:39])[CH2:13][O:14][C:15]1[C:20]([CH3:21])=[CH:19][C:18]([C:22]2[O:23][C:24]3[N:25]=[C:26](S(C)(=O)=O)[N:27]=[C:28]([CH2:31][CH2:32][CH3:33])[C:29]=3[N:30]=2)=[CH:17][C:16]=1[CH3:38])([CH3:10])([CH3:9])[CH3:8].[F:40][C:41]1[CH:46]=[CH:45][C:44]([F:47])=[CH:43][C:42]=1[OH:48]. Product: [F:40][C:41]1[CH:46]=[CH:45][C:44]([F:47])=[CH:43][C:42]=1[O:48][C:26]1[N:27]=[C:28]([CH2:31][CH2:32][CH3:33])[C:29]2[N:30]=[C:22]([C:18]3[CH:19]=[C:20]([CH3:21])[C:15]([O:14][CH2:13][C:12]([O:11][C:7]([CH3:10])([CH3:9])[CH3:8])=[O:39])=[C:16]([CH3:38])[CH:17]=3)[O:23][C:24]=2[N:25]=1. The catalyst class is: 514. (9) Reactant: [Br:1][C:2]1[CH:7]=[CH:6][C:5]([O:8]C)=[CH:4][CH:3]=1.[Cl-].[Al+3].[Cl-].[Cl-].[C:14](Cl)(=[O:19])[CH2:15][CH:16]([CH3:18])[CH3:17].Cl. Product: [Br:1][C:2]1[CH:3]=[CH:4][C:5]([OH:8])=[C:6]([C:14](=[O:19])[CH2:15][CH:16]([CH3:18])[CH3:17])[CH:7]=1. The catalyst class is: 4.